From a dataset of Catalyst prediction with 721,799 reactions and 888 catalyst types from USPTO. Predict which catalyst facilitates the given reaction. (1) Reactant: [Br:1][C:2]1[CH:7]=[C:6]([F:8])[C:5]([F:9])=[C:4](F)[C:3]=1[F:11].[OH-].[NH4+:13]. Product: [Br:1][C:2]1[C:3]([F:11])=[C:4]([C:5]([F:9])=[C:6]([F:8])[CH:7]=1)[NH2:13]. The catalyst class is: 6. (2) Reactant: [S:1]1[CH:5]=[CH:4][CH:3]=[C:2]1[CH2:6][NH2:7].[C:8](OC(=O)C)(=[O:10])[CH3:9].O. Product: [S:1]1[CH:5]=[CH:4][CH:3]=[C:2]1[CH2:6][NH:7][C:8](=[O:10])[CH3:9]. The catalyst class is: 79. (3) Reactant: C([Li:5])CCC.[CH:6]([NH:9][CH:10]([CH3:12])[CH3:11])([CH3:8])[CH3:7].[Cl:13][C:14]1[CH:19]=[CH:18][C:17]([CH2:20][C:21]([O:23][CH2:24][CH3:25])=[O:22])=[C:16]([F:26])[CH:15]=1.[C:27](Cl)(=[O:29])[CH3:28]. Product: [CH:6]([N-:9][CH:10]([CH3:12])[CH3:11])([CH3:8])[CH3:7].[Li+:5].[Cl:13][C:14]1[CH:19]=[CH:18][C:17]([CH:20]([C:27](=[O:29])[CH3:28])[C:21]([O:23][CH2:24][CH3:25])=[O:22])=[C:16]([F:26])[CH:15]=1. The catalyst class is: 20. (4) Reactant: [Br-].[CH3:2][O:3][CH2:4][O:5][C:6]1[CH:7]=[C:8]([CH:29]=[CH:30][C:31]=1[O:32][CH2:33][O:34][CH3:35])[CH2:9][P+](C1C=CC=CC=1)(C1C=CC=CC=1)C1C=CC=CC=1.[CH:36]([C:38]1[CH:43]=[CH:42][N:41]=[CH:40][CH:39]=1)=O.[O-]CC.[Li+]. Product: [CH3:2][O:3][CH2:4][O:5][C:6]1[CH:7]=[C:8]([CH:9]=[CH:36][C:38]2[CH:43]=[CH:42][N:41]=[CH:40][CH:39]=2)[CH:29]=[CH:30][C:31]=1[O:32][CH2:33][O:34][CH3:35]. The catalyst class is: 8. (5) Reactant: [NH2:1][C:2]1[C:7]2[O:8][CH2:9][C:10](=[O:12])[NH:11][C:6]=2[CH:5]=[C:4](Cl)[CH:3]=1.C(N(CC)CC)C. Product: [NH2:1][C:2]1[C:7]2[O:8][CH2:9][C:10](=[O:12])[NH:11][C:6]=2[CH:5]=[CH:4][CH:3]=1. The catalyst class is: 43. (6) Reactant: [C:1]([N:8]1[CH2:13][CH2:12][CH2:11][CH:10]([C:14]([OH:16])=[O:15])[CH2:9]1)([O:3][C:4]([CH3:7])([CH3:6])[CH3:5])=[O:2].[C:17](=O)([O-])[O-].[K+].[K+].IC. Product: [CH3:17][O:15][C:14]([CH:10]1[CH2:11][CH2:12][CH2:13][N:8]([C:1]([O:3][C:4]([CH3:7])([CH3:6])[CH3:5])=[O:2])[CH2:9]1)=[O:16]. The catalyst class is: 18. (7) Reactant: [NH2:1][C:2]1[N:11]=[CH:10][C:9]2[NH:8][C:7](=O)[C@H:6]([CH3:13])[N:5]([CH2:14][C:15]3[C:20]([CH3:21])=[C:19]([O:22][CH3:23])[C:18]([CH3:24])=[CH:17][N:16]=3)[C:4]=2[N:3]=1.B.C1COCC1.Cl. Product: [CH3:23][O:22][C:19]1[C:18]([CH3:24])=[CH:17][N:16]=[C:15]([CH2:14][N:5]2[C:4]3[N:3]=[C:2]([NH2:1])[N:11]=[CH:10][C:9]=3[NH:8][CH2:7][C@@H:6]2[CH3:13])[C:20]=1[CH3:21]. The catalyst class is: 1.